Dataset: Forward reaction prediction with 1.9M reactions from USPTO patents (1976-2016). Task: Predict the product of the given reaction. (1) Given the reactants C([N:8]1[CH2:13][CH2:12][CH:11]([NH:14][C:15]([O:17][C:18]([CH3:21])([CH3:20])[CH3:19])=[O:16])[CH2:10][CH2:9]1)C1C=CC=CC=1.[H][H], predict the reaction product. The product is: [C:18]([O:17][C:15]([NH:14][CH:11]1[CH2:10][CH2:9][NH:8][CH2:13][CH2:12]1)=[O:16])([CH3:21])([CH3:19])[CH3:20]. (2) Given the reactants [CH3:1][O:2][C:3]1[C:8]([C:9]([F:12])([F:11])[F:10])=[CH:7][CH:6]=[CH:5][N:4]=1.[Br:13]N1C(C)(C)C(=O)N(Br)C1=O.C(OC(=O)C)C.CCCCCCC, predict the reaction product. The product is: [Br:13][C:6]1[CH:7]=[C:8]([C:9]([F:12])([F:10])[F:11])[C:3]([O:2][CH3:1])=[N:4][CH:5]=1. (3) Given the reactants [Br:1][C:2]1[CH:3]=[N:4][C:5]2[N:6]([N:8]=[C:9]([C:11]([OH:13])=O)[CH:10]=2)[CH:7]=1.[CH3:14][N:15]1[C:24]2[C:19](=[CH:20][CH:21]=[CH:22][C:23]=2[CH3:25])[CH2:18][CH2:17][NH:16]1, predict the reaction product. The product is: [Br:1][C:2]1[CH:3]=[N:4][C:5]2[N:6]([N:8]=[C:9]([C:11]([N:16]3[CH2:17][CH2:18][C:19]4[C:24](=[C:23]([CH3:25])[CH:22]=[CH:21][CH:20]=4)[N:15]3[CH3:14])=[O:13])[CH:10]=2)[CH:7]=1.